From a dataset of Full USPTO retrosynthesis dataset with 1.9M reactions from patents (1976-2016). Predict the reactants needed to synthesize the given product. (1) The reactants are: CC(O)=O.[CH3:5][S-:6].[Na+].Cl[CH:9]([C:38]1[C:39]([CH3:44])=[N:40][O:41][C:42]=1[CH3:43])[C:10]1[O:11][C:12]2[CH:18]=[CH:17][C:16]([CH2:19][C:20]([NH:22][CH:23]([C:30]3[CH:35]=[CH:34][C:33]([CH3:36])=[CH:32][C:31]=3[CH3:37])[C:24]3[CH:29]=[CH:28][CH:27]=[CH:26][CH:25]=3)=[O:21])=[CH:15][C:13]=2[CH:14]=1.O. Given the product [CH3:44][C:39]1[C:38]([CH:9]([S:6][CH3:5])[C:10]2[O:11][C:12]3[CH:18]=[CH:17][C:16]([CH2:19][C:20]([NH:22][CH:23]([C:30]4[CH:35]=[CH:34][C:33]([CH3:36])=[CH:32][C:31]=4[CH3:37])[C:24]4[CH:25]=[CH:26][CH:27]=[CH:28][CH:29]=4)=[O:21])=[CH:15][C:13]=3[CH:14]=2)=[C:42]([CH3:43])[O:41][N:40]=1, predict the reactants needed to synthesize it. (2) The reactants are: Br[C:2]1[N:3]=[C:4]2[CH2:12][CH2:11][C:10](=[O:13])[NH:9][C:5]2=[N:6][C:7]=1Cl.B(O)(O)[C:15]1[CH:16]=[CH:17][C:18]([CH3:21])=[CH:19][CH:20]=1.C([O-])([O-])=O.[K+].[K+]. Given the product [C:18]1([CH3:21])[CH:17]=[CH:16][C:15]([C:2]2[N:3]=[C:4]3[CH2:12][CH2:11][C:10](=[O:13])[NH:9][C:5]3=[N:6][C:7]=2[C:15]2[CH:20]=[CH:19][C:18]([CH3:21])=[CH:17][CH:16]=2)=[CH:20][CH:19]=1, predict the reactants needed to synthesize it. (3) Given the product [CH3:1][O:2][C:3](=[O:17])[C:4]1[CH:9]=[CH:8][CH:7]=[C:6]([C:10]2[N:11]=[C:12]([CH3:16])[S:13][C:14]=2[CH2:15][Br:18])[CH:5]=1, predict the reactants needed to synthesize it. The reactants are: [CH3:1][O:2][C:3](=[O:17])[C:4]1[CH:9]=[CH:8][CH:7]=[C:6]([C:10]2[N:11]=[C:12]([CH3:16])[S:13][C:14]=2[CH3:15])[CH:5]=1.[Br:18]N1C(=O)CCC1=O. (4) Given the product [CH3:1][C:2]([NH:4][CH2:5][C@@H:6]1[O:11][C:9](=[O:10])[N:8]([C:12]2[CH:13]=[CH:14][C:15]([N:19]3[CH2:24][CH2:23][O:22][CH2:21][CH2:20]3)=[C:16]([F:18])[CH:17]=2)[CH2:7]1)=[O:3].[S:25]([O-:29])([O-:28])(=[O:27])=[O:26], predict the reactants needed to synthesize it. The reactants are: [CH3:1][C:2]([NH:4][CH2:5][C@@H:6]1[O:11][C:9](=[O:10])[N:8]([C:12]2[CH:13]=[CH:14][C:15]([N:19]3[CH2:24][CH2:23][O:22][CH2:21][CH2:20]3)=[C:16]([F:18])[CH:17]=2)[CH2:7]1)=[O:3].[S:25](=[O:29])(=[O:28])([OH:27])[OH:26]. (5) Given the product [CH3:1][O:2][CH:3]([CH2:5][O:6][CH:7]([CH2:9][OH:10])[CH3:8])[CH3:4].[CH2:14]1[O:15][CH2:13]1, predict the reactants needed to synthesize it. The reactants are: [CH3:1][O:2][CH:3]([CH2:5][O:6][CH:7]([CH2:9][OH:10])[CH3:8])[CH3:4].[OH-].[Na+].[CH2:13]1[O:15][CH2:14]1. (6) Given the product [Br:19][C:4]1[C:5]2[C:10](=[CH:9][CH:8]=[CH:7][CH:6]=2)[C:1](=[O:11])[NH:2][CH:3]=1, predict the reactants needed to synthesize it. The reactants are: [C:1]1(=[O:11])[C:10]2[C:5](=[CH:6][CH:7]=[CH:8][CH:9]=2)[CH:4]=[CH:3][NH:2]1.C1C(=O)N([Br:19])C(=O)C1.O.